From a dataset of Peptide-MHC class I binding affinity with 185,985 pairs from IEDB/IMGT. Regression. Given a peptide amino acid sequence and an MHC pseudo amino acid sequence, predict their binding affinity value. This is MHC class I binding data. The peptide sequence is RMYIFFASFY. The MHC is HLA-A01:01 with pseudo-sequence HLA-A01:01. The binding affinity (normalized) is 0.372.